This data is from Catalyst prediction with 721,799 reactions and 888 catalyst types from USPTO. The task is: Predict which catalyst facilitates the given reaction. Reactant: C(NC(C)C)(C)C.[Li]CCCC.CCCCCC.[CH3:19][C:20]1[CH:21]([C:30](=[O:32])[CH3:31])[C:22]2([CH:27]=[CH:28][CH:29]=1)[CH2:26][CH2:25][CH2:24][CH2:23]2.C=C1C=CCC2(CCCC2)[CH:35]1[C:44](=[O:46])C.CC1C=CCC2(CCCC2)C=1C(=O)C.C(=O)C.Cl. Product: [OH:46][CH:44]([CH3:35])[CH2:31][C:30]([CH:21]1[C:20](=[CH2:19])[CH:29]=[CH:28][CH2:27][C:22]21[CH2:23][CH2:24][CH2:25][CH2:26]2)=[O:32]. The catalyst class is: 1.